Task: Predict the reactants needed to synthesize the given product.. Dataset: Full USPTO retrosynthesis dataset with 1.9M reactions from patents (1976-2016) (1) Given the product [OH:33][C@@H:28]1[CH2:29][CH2:30][CH2:31][CH2:32][C@H:27]1[NH:26][C:3](=[O:12])[C:4]1[CH:9]=[C:8]([C:18]2[CH:19]=[CH:20][C:15]([C:14]([F:25])([F:24])[F:13])=[CH:16][CH:17]=2)[C:7]([O:38][CH2:37][CH2:36][O:35][CH3:34])=[N:6][CH:5]=1, predict the reactants needed to synthesize it. The reactants are: CO[C:3](=[O:12])[C:4]1[CH:9]=[C:8](Br)[C:7](Cl)=[N:6][CH:5]=1.[F:13][C:14]([F:25])([F:24])[C:15]1[CH:20]=[CH:19][C:18](B(O)O)=[CH:17][CH:16]=1.[NH2:26][C@@H:27]1[CH2:32][CH2:31][CH2:30][CH2:29][C@H:28]1[OH:33].[CH3:34][O:35][CH2:36][CH2:37][OH:38]. (2) Given the product [CH2:18]([NH:17][C:15]1[C:14]([C:21]([NH2:23])=[O:22])=[CH:13][N:12]=[CH:11][N:16]=1)[CH2:19][CH3:20], predict the reactants needed to synthesize it. The reactants are: C(C1C=CC(N[C:11]2[N:16]=[C:15]([NH:17][CH2:18][CH2:19][CH3:20])[C:14]([C:21]([NH:23]CCCNC(=O)OC(C)(C)C)=[O:22])=[CH:13][N:12]=2)=CC=1)(=O)N. (3) Given the product [NH:13]1[CH:17]=[N:16][C:15]([S:18][CH2:2][CH2:3][O:4][C:5]2[CH:6]=[C:7]([CH:10]=[CH:11][CH:12]=2)[C:8]#[N:9])=[N:14]1, predict the reactants needed to synthesize it. The reactants are: Cl[CH2:2][CH2:3][O:4][C:5]1[CH:6]=[C:7]([CH:10]=[CH:11][CH:12]=1)[C:8]#[N:9].[NH:13]1[CH:17]=[N:16][C:15]([SH:18])=[N:14]1.C(N(CC)CC)C. (4) Given the product [N:25]1([CH2:2][CH2:3][CH2:4][CH2:5][CH2:6][N:7]2[C:15]3[C:10](=[CH:11][CH:12]=[CH:13][CH:14]=3)[C:9]3[CH2:16][CH2:17][S:18][C:19]4[CH:24]=[CH:23][CH:22]=[CH:21][C:20]=4[C:8]2=3)[CH2:29][CH2:28][CH2:27][CH2:26]1, predict the reactants needed to synthesize it. The reactants are: Cl[CH2:2][CH2:3][CH2:4][CH2:5][CH2:6][N:7]1[C:15]2[C:10](=[CH:11][CH:12]=[CH:13][CH:14]=2)[C:9]2[CH2:16][CH2:17][S:18][C:19]3[CH:24]=[CH:23][CH:22]=[CH:21][C:20]=3[C:8]1=2.[NH:25]1[CH2:29][CH2:28][CH2:27][CH2:26]1. (5) Given the product [Cl:27][C:28]1[CH:33]=[CH:32][CH:31]=[CH:30][C:29]=1[C:34]([NH:36][C:37]([NH:20][C:19]1[CH:21]=[CH:22][C:16]([O:15][C:6]2[C:5]3[C:10](=[CH:11][C:12]([O:13][CH3:14])=[C:3]([O:2][CH3:1])[CH:4]=3)[N:9]=[CH:8][CH:7]=2)=[C:17]([F:23])[CH:18]=1)=[S:38])=[O:35], predict the reactants needed to synthesize it. The reactants are: [CH3:1][O:2][C:3]1[CH:4]=[C:5]2[C:10](=[CH:11][C:12]=1[O:13][CH3:14])[N:9]=[CH:8][CH:7]=[C:6]2[O:15][C:16]1[CH:22]=[CH:21][C:19]([NH2:20])=[CH:18][C:17]=1[F:23].C(O)C.[Cl:27][C:28]1[CH:33]=[CH:32][CH:31]=[CH:30][C:29]=1[C:34]([N:36]=[C:37]=[S:38])=[O:35]. (6) The reactants are: [CH3:1][O:2][C:3](=[O:12])[CH:4]([C:6]1[CH:11]=[CH:10][CH:9]=[CH:8][CH:7]=1)Br.C(N(CC)CC)C.[NH2:20][CH:21]1[CH2:29][C:28]2[C:23](=[CH:24][CH:25]=[CH:26][CH:27]=2)[CH2:22]1. Given the product [CH3:1][O:2][C:3](=[O:12])[CH:4]([NH:20][CH:21]1[CH2:29][C:28]2[C:23](=[CH:24][CH:25]=[CH:26][CH:27]=2)[CH2:22]1)[C:6]1[CH:11]=[CH:10][CH:9]=[CH:8][CH:7]=1, predict the reactants needed to synthesize it. (7) The reactants are: [OH:1][C:2]1[CH:7]=[CH:6][C:5]([C:8]2[O:12][C:11]([C:13]3[CH:18]=[CH:17][N:16]=[CH:15][CH:14]=3)=[C:10]([C:19]3[CH:20]=[C:21]4[C:25](=[CH:26][CH:27]=3)[C:24](=[O:28])[CH2:23][CH2:22]4)[CH:9]=2)=[CH:4][CH:3]=1.[H-].[Na+].Cl.Cl[CH2:33][CH2:34][N:35]1[CH2:39][CH2:38][CH2:37][CH2:36]1.C(=O)(O)[O-].[Na+]. Given the product [N:16]1[CH:15]=[CH:14][C:13]([C:11]2[O:12][C:8]([C:5]3[CH:4]=[CH:3][C:2]([O:1][CH2:33][CH2:34][N:35]4[CH2:39][CH2:38][CH2:37][CH2:36]4)=[CH:7][CH:6]=3)=[CH:9][C:10]=2[C:19]2[CH:20]=[C:21]3[C:25](=[CH:26][CH:27]=2)[C:24](=[O:28])[CH2:23][CH2:22]3)=[CH:18][CH:17]=1, predict the reactants needed to synthesize it. (8) Given the product [CH2:3]([CH:2]([CH2:6][CH2:7][CH2:8][CH3:9])[CH2:1][NH2:5])[CH3:4], predict the reactants needed to synthesize it. The reactants are: [CH2:1]([NH2:5])[CH2:2][CH2:3][CH3:4].[CH2:6](N)[CH2:7][CH2:8][CH2:9]CC.C(N)CCCCCCC.CC1CCC(C(O)(C)C)CC1.O.O.C(O)(=O)C(O)=O.